Dataset: Catalyst prediction with 721,799 reactions and 888 catalyst types from USPTO. Task: Predict which catalyst facilitates the given reaction. (1) Reactant: C([O:3][C:4](=[O:32])[CH:5]=[C:6]([C:8]1[S:12][C:11]2[CH:13]=[CH:14][CH:15]=[C:16]([C:17]3[CH:22]=[C:21]([CH:23]([CH3:25])[CH3:24])[CH:20]=[C:19]([CH:26]([CH3:28])[CH3:27])[C:18]=3[O:29][CH2:30][CH3:31])[C:10]=2[CH:9]=1)[CH3:7])C.C1COCC1.[Li+].[OH-]. Product: [CH2:30]([O:29][C:18]1[C:19]([CH:26]([CH3:28])[CH3:27])=[CH:20][C:21]([CH:23]([CH3:24])[CH3:25])=[CH:22][C:17]=1[C:16]1[C:10]2[CH:9]=[C:8]([C:6]([CH3:7])=[CH:5][C:4]([OH:32])=[O:3])[S:12][C:11]=2[CH:13]=[CH:14][CH:15]=1)[CH3:31]. The catalyst class is: 5. (2) Reactant: Cl.Cl.Cl.[O:4]1[C:8]2[CH:9]=[CH:10][CH:11]=[C:12]([N:13]3[CH2:18][CH2:17][N:16]([CH2:19][CH2:20][C@H:21]4[CH2:26][CH2:25][C@H:24]([NH2:27])[CH2:23][CH2:22]4)[CH2:15][CH2:14]3)[C:7]=2[O:6][CH2:5]1.C(N(CC)C(C)C)(C)C.ClC(Cl)(O[C:41](=[O:47])OC(Cl)(Cl)Cl)Cl.[NH:49]1[C:57]2[C:52](=[CH:53][CH:54]=[CH:55][CH:56]=2)[CH2:51][CH2:50]1. Product: [O:4]1[C:8]2[CH:9]=[CH:10][CH:11]=[C:12]([N:13]3[CH2:18][CH2:17][N:16]([CH2:19][CH2:20][C@H:21]4[CH2:26][CH2:25][C@H:24]([NH:27][C:41]([N:49]5[C:57]6[C:52](=[CH:53][CH:54]=[CH:55][CH:56]=6)[CH2:51][CH2:50]5)=[O:47])[CH2:23][CH2:22]4)[CH2:15][CH2:14]3)[C:7]=2[O:6][CH2:5]1. The catalyst class is: 2. (3) Reactant: C(=O)([O-])[O-].[Cs+].[Cs+].Br[CH2:8][CH2:9]Br.[Cl:11][C:12]1[N:13]=[C:14]([Cl:25])[C:15]2[CH:20]=[C:19]([C:21]([OH:24])([CH3:23])[CH3:22])[NH:18][C:16]=2[N:17]=1. Product: [Cl:25][C:14]1[C:15]2[CH:20]=[C:19]3[N:18]([CH2:8][CH2:9][O:24][C:21]3([CH3:22])[CH3:23])[C:16]=2[N:17]=[C:12]([Cl:11])[N:13]=1. The catalyst class is: 3. (4) Reactant: [NH2:1][C:2]1[CH:3]=[C:4]([CH:7]=[CH:8][C:9]=1Cl)[C:5]#[N:6].[K+].C(O[C:15]([S-:17])=[S:16])C.Cl. Product: [SH:17][C:15]1[S:16][C:9]2[CH:8]=[CH:7][C:4]([C:5]#[N:6])=[CH:3][C:2]=2[N:1]=1. The catalyst class is: 3. (5) Reactant: CCN(C(C)C)C(C)C.[OH:10][C:11]1[CH:12]=[CH:13][CH:14]=[C:15]2[C:20]=1[O:19][C:18](=[O:21])[C:17]([C:22]([OH:24])=O)=[CH:16]2.CN(C(ON1N=NC2C=CC=NC1=2)=[N+](C)C)C.F[P-](F)(F)(F)(F)F.[CH3:49][O:50][C:51]1[CH:52]=[C:53]([C:59]2[CH:64]=[CH:63][CH:62]=[C:61]([NH2:65])[CH:60]=2)[CH:54]=[CH:55][C:56]=1[O:57][CH3:58]. Product: [CH3:49][O:50][C:51]1[CH:52]=[C:53]([C:59]2[CH:64]=[CH:63][CH:62]=[C:61]([NH:65][C:22]([C:17]3[C:18](=[O:21])[O:19][C:20]4[C:15]([CH:16]=3)=[CH:14][CH:13]=[CH:12][C:11]=4[OH:10])=[O:24])[CH:60]=2)[CH:54]=[CH:55][C:56]=1[O:57][CH3:58]. The catalyst class is: 3. (6) Reactant: [CH:1]1([S:6][C:7]2[CH:14]=[CH:13][C:10]([CH:11]=[O:12])=[CH:9][CH:8]=2)[CH2:5][CH2:4][CH2:3][CH2:2]1.[BH4-].[Na+]. Product: [CH:1]1([S:6][C:7]2[CH:8]=[CH:9][C:10]([CH2:11][OH:12])=[CH:13][CH:14]=2)[CH2:5][CH2:4][CH2:3][CH2:2]1. The catalyst class is: 5. (7) Reactant: [N:1]1[C:2]([CH2:10][O:11][CH2:12][C:13]([O:15][CH2:16][CH3:17])=[O:14])=[CH:3][N:4]2[CH:9]=[CH:8][CH:7]=[CH:6][C:5]=12.[I:18]N1C(=O)CCC1=O. Product: [I:18][C:3]1[N:4]2[CH:9]=[CH:8][CH:7]=[CH:6][C:5]2=[N:1][C:2]=1[CH2:10][O:11][CH2:12][C:13]([O:15][CH2:16][CH3:17])=[O:14]. The catalyst class is: 10.